Task: Predict the product of the given reaction.. Dataset: Forward reaction prediction with 1.9M reactions from USPTO patents (1976-2016) (1) Given the reactants C([O:3][C:4](=[O:32])[C:5]([CH3:31])([CH3:30])[CH2:6][CH2:7][CH2:8][CH2:9][CH2:10][CH2:11][CH2:12][C:13](=[O:29])[CH2:14][CH2:15][CH2:16][CH2:17][CH2:18][CH2:19][CH2:20][C:21]([CH3:28])([CH3:27])[C:22]([O:24]CC)=[O:23])C.[OH-].[K+], predict the reaction product. The product is: [CH3:30][C:5]([CH3:31])([CH2:6][CH2:7][CH2:8][CH2:9][CH2:10][CH2:11][CH2:12][C:13](=[O:29])[CH2:14][CH2:15][CH2:16][CH2:17][CH2:18][CH2:19][CH2:20][C:21]([CH3:28])([CH3:27])[C:22]([OH:24])=[O:23])[C:4]([OH:32])=[O:3]. (2) Given the reactants C(=O)([O-])[O-].[K+].[K+].[NH:7]1[CH2:12][CH2:11][CH2:10][CH:9]([CH2:13][OH:14])[CH2:8]1.F[C:16]1[CH:23]=[CH:22][CH:21]=[CH:20][C:17]=1[CH:18]=[O:19].O, predict the reaction product. The product is: [OH:14][CH2:13][CH:9]1[CH2:10][CH2:11][CH2:12][N:7]([C:16]2[CH:23]=[CH:22][CH:21]=[CH:20][C:17]=2[CH:18]=[O:19])[CH2:8]1. (3) Given the reactants [C:1]1(=[C:8]([C:17]2[CH:22]=[CH:21][C:20]([O:23]C)=[CH:19][CH:18]=2)[C:9]2[CH:16]=[CH:15][C:12]([C:13]#[N:14])=[CH:11][CH:10]=2)[CH2:7][CH2:6][CH2:5][CH2:4][CH2:3][CH2:2]1.B(Br)(Br)Br.O, predict the reaction product. The product is: [C:1]1(=[C:8]([C:17]2[CH:22]=[CH:21][C:20]([OH:23])=[CH:19][CH:18]=2)[C:9]2[CH:10]=[CH:11][C:12]([C:13]#[N:14])=[CH:15][CH:16]=2)[CH2:7][CH2:6][CH2:5][CH2:4][CH2:3][CH2:2]1.